From a dataset of Catalyst prediction with 721,799 reactions and 888 catalyst types from USPTO. Predict which catalyst facilitates the given reaction. Reactant: [Br-].[CH2:2]([P+](C1C=CC=CC=1)(C1C=CC=CC=1)C1C=CC=CC=1)[C:3]1[O:7][CH:6]=[CH:5][CH:4]=1.[CH2:27]([N:29]([C:36]1[CH:41]=[CH:40][C:39]([CH:42]=O)=[CH:38][CH:37]=1)[CH2:30][CH2:31][CH2:32][CH2:33][CH2:34][OH:35])[CH3:28].[O-]CC.[Na+]. Product: [CH2:27]([N:29]([CH2:30][CH2:31][CH2:32][CH2:33][CH2:34][OH:35])[C:36]1[CH:37]=[CH:38][C:39](/[CH:42]=[CH:2]/[C:3]2[O:7][CH:6]=[CH:5][CH:4]=2)=[CH:40][CH:41]=1)[CH3:28]. The catalyst class is: 8.